From a dataset of Drug-target binding data from BindingDB using IC50 measurements. Regression. Given a target protein amino acid sequence and a drug SMILES string, predict the binding affinity score between them. We predict pIC50 (pIC50 = -log10(IC50 in M); higher means more potent). Dataset: bindingdb_ic50. The small molecule is O=[N+]([O-])c1cccc(-c2ccc(S(=O)(=O)N(CCCO)c3ccnn3-c3ccccc3)cc2)c1. The target protein (P33260) has sequence MDPAVALVLCLSCLFLLSLWRQSSGRGRLPSGPTPLPIIGNILQLDVKDMSKSLTNFSKVYGPVFTVYFGLKPIVVLHGYEAVKEALIDHGEEFSGRGSFPVAEKVNKGLGILFSNGKRWKEIRRFCLMTLRNFGMGKRSIEDRVQEEARCLVEELRKTNASPCDPTFILGCAPCNVICSVIFHDRFDYKDQRFLNLMEKFNENLRILSSPWIQVCNNFPALIDYLPGSHNKIAENFAYIKSYVLERIKEHQESLDMNSARDFIDCFLIKMEQEKHNQQSEFTVESLIATVTDMFGAGTETTSTTLRYGLLLLLKYPEVTAKVQEEIECVVGRNRSPCMQDRSHMPYTDAVVHEIQRYIDLLPTNLPHAVTCDVKFKNYLIPKGTTIITSLTSVLHNDKEFPNPEMFDPGHFLDKSGNFKKSDYFMPFSAGKRMCMGEGLARMELFLFLTTILQNFNLKSQVDPKDIDITPIANAFGRVPPLYQLCFIPV. The pIC50 is 5.1.